This data is from NCI-60 drug combinations with 297,098 pairs across 59 cell lines. The task is: Regression. Given two drug SMILES strings and cell line genomic features, predict the synergy score measuring deviation from expected non-interaction effect. (1) Drug 1: C1=CC(=CC=C1CCCC(=O)O)N(CCCl)CCCl. Drug 2: CCCCCOC(=O)NC1=NC(=O)N(C=C1F)C2C(C(C(O2)C)O)O. Cell line: T-47D. Synergy scores: CSS=29.5, Synergy_ZIP=-6.52, Synergy_Bliss=-1.21, Synergy_Loewe=-13.5, Synergy_HSA=-1.18. (2) Drug 1: C1=NC(=NC(=O)N1C2C(C(C(O2)CO)O)O)N. Drug 2: C1C(C(OC1N2C=NC3=C2NC=NCC3O)CO)O. Cell line: SR. Synergy scores: CSS=43.2, Synergy_ZIP=9.85, Synergy_Bliss=8.91, Synergy_Loewe=4.53, Synergy_HSA=7.81. (3) Drug 1: CC1OCC2C(O1)C(C(C(O2)OC3C4COC(=O)C4C(C5=CC6=C(C=C35)OCO6)C7=CC(=C(C(=C7)OC)O)OC)O)O. Drug 2: C1=CN(C(=O)N=C1N)C2C(C(C(O2)CO)O)O.Cl. Cell line: HL-60(TB). Synergy scores: CSS=58.8, Synergy_ZIP=0.824, Synergy_Bliss=2.56, Synergy_Loewe=3.32, Synergy_HSA=5.61. (4) Drug 1: C1=CC(=CC=C1CCCC(=O)O)N(CCCl)CCCl. Drug 2: CC1C(C(CC(O1)OC2CC(OC(C2O)C)OC3=CC4=CC5=C(C(=O)C(C(C5)C(C(=O)C(C(C)O)O)OC)OC6CC(C(C(O6)C)O)OC7CC(C(C(O7)C)O)OC8CC(C(C(O8)C)O)(C)O)C(=C4C(=C3C)O)O)O)O. Cell line: CAKI-1. Synergy scores: CSS=59.6, Synergy_ZIP=5.56, Synergy_Bliss=10.7, Synergy_Loewe=17.1, Synergy_HSA=14.2.